From a dataset of Forward reaction prediction with 1.9M reactions from USPTO patents (1976-2016). Predict the product of the given reaction. (1) Given the reactants [C:1]1([C@@H:7]2[CH2:11][O:10][C:9](=[O:12])[NH:8]2)[CH:6]=[CH:5][CH:4]=[CH:3][CH:2]=1.C([Li])CCC.CCCCCC.[Cl:24][C:25](OC(Cl)(Cl)Cl)=[O:26], predict the reaction product. The product is: [O:12]=[C:9]1[N:8]([C:25]([Cl:24])=[O:26])[C@H:7]([C:1]2[CH:2]=[CH:3][CH:4]=[CH:5][CH:6]=2)[CH2:11][O:10]1. (2) Given the reactants Br[C:2]1[CH:20]=[CH:19][C:5]2[N:6]([C:13]3[CH:18]=[CH:17][CH:16]=[CH:15][CH:14]=3)[CH2:7][CH2:8][O:9][CH:10]([CH3:12])[CH2:11][C:4]=2[CH:3]=1.C(=O)([O-])[O-].[Cs+].[Cs+].[C:27]1(B(O)O)[CH:32]=[CH:31][CH:30]=[CH:29][CH:28]=1, predict the reaction product. The product is: [CH3:12][CH:10]1[CH2:11][C:4]2[CH:3]=[C:2]([C:27]3[CH:32]=[CH:31][CH:30]=[CH:29][CH:28]=3)[CH:20]=[CH:19][C:5]=2[N:6]([C:13]2[CH:18]=[CH:17][CH:16]=[CH:15][CH:14]=2)[CH2:7][CH2:8][O:9]1. (3) Given the reactants [NH2:1][C:2]1[NH:3][C:4]([SH:7])=[N:5][N:6]=1.[NH2:8][C:9]1[CH:13]=[CH:12][N:11]([CH3:14])[N:10]=1.Cl[C:16]1[C:17]2[N:25]=[C:24](Cl)[CH:23]=[CH:22][C:18]=2[N:19]=[CH:20][N:21]=1, predict the reaction product. The product is: [NH2:1][C:2]1[NH:3][C:4]([S:7][C:24]2[CH:23]=[CH:22][C:18]3[N:19]=[CH:20][N:21]=[C:16]([NH:8][C:9]4[CH:13]=[CH:12][N:11]([CH3:14])[N:10]=4)[C:17]=3[N:25]=2)=[N:5][N:6]=1. (4) Given the reactants Br[C:2]1[CH:3]=[C:4]2[C:9](=[CH:10][CH:11]=1)[C:8](=[O:12])[NH:7][CH2:6][CH2:5]2.[S:13]1[CH:17]=[CH:16][CH:15]=[C:14]1B(O)O, predict the reaction product. The product is: [S:13]1[CH:17]=[CH:16][CH:15]=[C:14]1[C:2]1[CH:3]=[C:4]2[C:9](=[CH:10][CH:11]=1)[C:8](=[O:12])[NH:7][CH2:6][CH2:5]2. (5) Given the reactants [Cl:1][C:2]1[CH:7]=[C:6]([Cl:8])[CH:5]=[CH:4][C:3]=1[S:9]([NH:12][C:13]1[CH:31]=[C:30]([C:32](=[O:36])[NH:33][CH2:34][CH3:35])[CH:29]=[CH:28][C:14]=1[O:15][C:16]1[CH:21]=[CH:20][C:19]([CH2:22][C:23]([OH:25])=O)=[CH:18][C:17]=1[O:26][CH3:27])(=[O:11])=[O:10].C(Cl)CCl.C1C=C[C:44]2N(O)N=[N:47][C:45]=2C=1.C(N)C.C1COCC1, predict the reaction product. The product is: [Cl:1][C:2]1[CH:7]=[C:6]([Cl:8])[CH:5]=[CH:4][C:3]=1[S:9]([NH:12][C:13]1[CH:31]=[C:30]([CH:29]=[CH:28][C:14]=1[O:15][C:16]1[CH:21]=[CH:20][C:19]([CH2:22][C:23](=[O:25])[NH:47][CH2:45][CH3:44])=[CH:18][C:17]=1[O:26][CH3:27])[C:32]([NH:33][CH2:34][CH3:35])=[O:36])(=[O:11])=[O:10]. (6) Given the reactants [Cl:1][C:2]1[CH:3]=[CH:4][C:5]([C:26]#[N:27])=[C:6]([C:8]2[C:13]([O:14][CH3:15])=[CH:12][N:11]([CH:16]([CH2:20][CH:21]3[CH2:24][CH2:23][CH2:22]3)[C:17](O)=[O:18])[C:10](=[O:25])[CH:9]=2)[CH:7]=1.[NH2:28][C:29]1[CH:34]=[CH:33][C:32]([C:35]2[O:39][C:38](=[O:40])[NH:37][CH:36]=2)=[CH:31][CH:30]=1, predict the reaction product. The product is: [Cl:1][C:2]1[CH:3]=[CH:4][C:5]([C:26]#[N:27])=[C:6]([C:8]2[C:13]([O:14][CH3:15])=[CH:12][N:11]([CH:16]([CH2:20][CH:21]3[CH2:24][CH2:23][CH2:22]3)[C:17]([NH:28][C:29]3[CH:30]=[CH:31][C:32]([C:35]4[O:39][C:38](=[O:40])[NH:37][CH:36]=4)=[CH:33][CH:34]=3)=[O:18])[C:10](=[O:25])[CH:9]=2)[CH:7]=1.